This data is from Forward reaction prediction with 1.9M reactions from USPTO patents (1976-2016). The task is: Predict the product of the given reaction. (1) The product is: [C:1]([C:3]1[CH:23]=[CH:22][C:6]([NH:7][C:8](=[O:21])[C:9]([OH:20])([CH3:19])[CH2:10][S:11]([C:12]2[CH:13]=[CH:14][C:15]([F:18])=[CH:16][CH:17]=2)(=[O:35])=[O:41])=[CH:5][C:4]=1[C:24]([F:27])([F:25])[F:26])#[N:2]. Given the reactants [C:1]([C:3]1[CH:23]=[CH:22][C:6]([NH:7][C:8](=[O:21])[C:9]([OH:20])([CH3:19])[CH2:10][S:11][C:12]2[CH:17]=[CH:16][C:15]([F:18])=[CH:14][CH:13]=2)=[CH:5][C:4]=1[C:24]([F:27])([F:26])[F:25])#[N:2].C1C=C(C(O)=[O:35])C(C(OO)=O)=CC=1.[OH-:41].[K+], predict the reaction product. (2) Given the reactants C([O:3][C:4]([C:6]1[CH:10]=[C:9]([CH:11]2[CH2:16][CH2:15][CH2:14][CH2:13][CH2:12]2)[O:8][C:7]=1[CH3:17])=[O:5])C.[OH-].[Na+], predict the reaction product. The product is: [CH:11]1([C:9]2[O:8][C:7]([CH3:17])=[C:6]([C:4]([OH:5])=[O:3])[CH:10]=2)[CH2:12][CH2:13][CH2:14][CH2:15][CH2:16]1. (3) Given the reactants [CH2:1]([NH:3][C:4]([NH:6][N:7]([CH2:9][C:10]([OH:12])=O)[CH3:8])=[O:5])[CH3:2].[NH2:13][C@@H:14]([CH3:38])[C:15]([N:17]([C@@H:29]([CH3:37])[CH:30]([O:34][CH2:35][CH3:36])[O:31][CH2:32][CH3:33])[CH2:18][C:19]1[CH:20]=[CH:21][CH:22]=[C:23]2[C:28]=1[N:27]=[CH:26][CH:25]=[CH:24]2)=[O:16], predict the reaction product. The product is: [CH2:32]([O:31][CH:30]([O:34][CH2:35][CH3:36])[C@@H:29]([N:17]([CH2:18][C:19]1[CH:20]=[CH:21][CH:22]=[C:23]2[C:28]=1[N:27]=[CH:26][CH:25]=[CH:24]2)[C:15](=[O:16])[C@@H:14]([NH:13][C:10](=[O:12])[CH2:9][N:7]([CH3:8])[NH:6][C:4]([NH:3][CH2:1][CH3:2])=[O:5])[CH3:38])[CH3:37])[CH3:33]. (4) Given the reactants [S:1]1[CH:5]=[C:4]([NH:6][C:7]([NH:9][C:10]2[CH:15]=[C:14]([C:16]3[C:17](=[O:29])[N:18]([CH2:27][CH3:28])[C:19]4[C:24]([CH:25]=3)=[CH:23][N:22]=[C:21](Cl)[CH:20]=4)[C:13]([CH3:30])=[CH:12][C:11]=2[F:31])=[O:8])[C:3]2[CH:32]=[CH:33][CH:34]=[CH:35][C:2]1=2.C([O-])([O-])=O.[Cs+].[Cs+].[CH3:42][N:43]([CH3:47])[C:44]([NH2:46])=[O:45].CC1(C)C2C(=C(P(C3C=CC=CC=3)C3C=CC=CC=3)C=CC=2)OC2C(P(C3C=CC=CC=3)C3C=CC=CC=3)=CC=CC1=2, predict the reaction product. The product is: [S:1]1[CH:5]=[C:4]([NH:6][C:7](=[O:8])[NH:9][C:10]2[C:11]([F:31])=[CH:12][C:13]([CH3:30])=[C:14]([C:16]3[C:17](=[O:29])[N:18]([CH2:27][CH3:28])[C:19]4[C:24]([CH:25]=3)=[CH:23][N:22]=[C:21]([NH:46][C:44](=[O:45])[N:43]([CH3:47])[CH3:42])[CH:20]=4)[CH:15]=2)[C:3]2[CH:32]=[CH:33][CH:34]=[CH:35][C:2]1=2. (5) The product is: [Br:58][C:55]1[S:54][C:53]([NH:52][C:36](=[O:37])[CH:35]([N:39]2[CH2:47][C:46]3[C:41](=[CH:42][C:43]([Cl:49])=[C:44]([Cl:48])[CH:45]=3)[C:40]2=[O:50])[CH2:34][CH:28]2[CH2:29][CH2:30][CH2:31][CH2:32][CH2:33]2)=[N:57][CH:56]=1. Given the reactants F[P-](F)(F)(F)(F)F.N1(O[P+](N(C)C)(N(C)C)N(C)C)C2C=CC=CC=2N=N1.[CH:28]1([CH2:34][C@H:35]([N:39]2[CH2:47][C:46]3[C:41](=[CH:42][C:43]([Cl:49])=[C:44]([Cl:48])[CH:45]=3)[C:40]2=[O:50])[C:36](O)=[O:37])[CH2:33][CH2:32][CH2:31][CH2:30][CH2:29]1.Cl.[NH2:52][C:53]1[S:54][C:55]([Br:58])=[CH:56][N:57]=1.C1(C[C@H](N2CC3C(=CC=CC=3)C2=O)C(NC2SC=CN=2)=O)CCCCC1, predict the reaction product. (6) Given the reactants [CH3:1][C:2]1[CH:7]=[C:6]([C:8]#[C:9][C:10]2[N:11]=[C:12]([CH3:15])[NH:13][CH:14]=2)[CH:5]=[CH:4][N:3]=1.Br[CH2:17][C:18]#[N:19], predict the reaction product. The product is: [CH3:15][C:12]1[N:13]([CH2:17][C:18]#[N:19])[CH:14]=[C:10]([C:9]#[C:8][C:6]2[CH:5]=[CH:4][N:3]=[C:2]([CH3:1])[CH:7]=2)[N:11]=1.